From a dataset of Catalyst prediction with 721,799 reactions and 888 catalyst types from USPTO. Predict which catalyst facilitates the given reaction. (1) Reactant: [C:1]([O:5][C:6]([N:8]1[CH2:12][CH2:11][CH2:10][CH:9]1[C:13]1[CH:18]=[CH:17][CH:16]=[C:15]([C:19](O)=[O:20])[CH:14]=1)=[O:7])([CH3:4])([CH3:3])[CH3:2].C(Cl)CCl.C1C=CC2N(O)N=NC=2C=1.CCN(CC)CC.[CH2:43]([O:50][C:51]([N:53]1[CH2:62][CH2:61][C:60]2[C:55](=[CH:56][C:57]([NH2:63])=[CH:58][CH:59]=2)[CH2:54]1)=[O:52])[C:44]1[CH:49]=[CH:48][CH:47]=[CH:46][CH:45]=1. Product: [CH2:43]([O:50][C:51]([N:53]1[CH2:62][CH2:61][C:60]2[C:55](=[CH:56][C:57]([NH:63][C:19](=[O:20])[C:15]3[CH:16]=[CH:17][CH:18]=[C:13]([CH:9]4[CH2:10][CH2:11][CH2:12][N:8]4[C:6]([O:5][C:1]([CH3:3])([CH3:2])[CH3:4])=[O:7])[CH:14]=3)=[CH:58][CH:59]=2)[CH2:54]1)=[O:52])[C:44]1[CH:49]=[CH:48][CH:47]=[CH:46][CH:45]=1. The catalyst class is: 31. (2) Reactant: [CH3:1][C:2]1[CH:7]=[C:6]([C:8](O)=[O:9])[CH:5]=[CH:4][C:3]=1[C:11]1[CH:16]=[CH:15][CH:14]=[CH:13][C:12]=1[CH3:17].C(Cl)(=O)C([Cl:21])=O.CN(C=O)C. Product: [CH3:1][C:2]1[CH:7]=[C:6]([C:8]([Cl:21])=[O:9])[CH:5]=[CH:4][C:3]=1[C:11]1[CH:16]=[CH:15][CH:14]=[CH:13][C:12]=1[CH3:17]. The catalyst class is: 2.